From a dataset of Peptide-MHC class II binding affinity with 134,281 pairs from IEDB. Regression. Given a peptide amino acid sequence and an MHC pseudo amino acid sequence, predict their binding affinity value. This is MHC class II binding data. (1) The binding affinity (normalized) is 0.180. The peptide sequence is DESIFINKLNGAMVE. The MHC is HLA-DPA10201-DPB10501 with pseudo-sequence HLA-DPA10201-DPB10501. (2) The peptide sequence is PALFFTFLANLNLTE. The MHC is DRB1_0101 with pseudo-sequence DRB1_0101. The binding affinity (normalized) is 0.942. (3) The peptide sequence is YAHAAHAAHAAHAAHAA. The MHC is HLA-DPA10201-DPB11401 with pseudo-sequence HLA-DPA10201-DPB11401. The binding affinity (normalized) is 0.0257. (4) The peptide sequence is LGVLLLIGCWYCRRRNGYR. The MHC is HLA-DQA10401-DQB10402 with pseudo-sequence HLA-DQA10401-DQB10402. The binding affinity (normalized) is 0.